Task: Predict the product of the given reaction.. Dataset: Forward reaction prediction with 1.9M reactions from USPTO patents (1976-2016) (1) The product is: [NH2:1][C:2]1[C:45]([CH2:46][CH3:47])=[CH:44][C:5]([CH2:6][C@@H:7]([NH:23][C:24]([N:26]2[CH2:27][CH2:28][CH:29]([N:32]3[CH2:38][CH2:37][C:36]4[CH:39]=[CH:40][CH:41]=[CH:42][C:35]=4[NH:34][C:33]3=[O:43])[CH2:30][CH2:31]2)=[O:25])[C:8]([N:10]2[CH2:15][CH2:14][CH:13]([N:16]3[CH2:17][CH2:18][N:19]([CH3:22])[CH2:20][CH2:21]3)[CH2:12][CH2:11]2)=[O:9])=[CH:4][C:3]=1[Cl:48]. Given the reactants [NH2:1][C:2]1[C:45]([C:46]#[CH:47])=[CH:44][C:5]([CH2:6][C@@H:7]([NH:23][C:24]([N:26]2[CH2:31][CH2:30][CH:29]([N:32]3[CH2:38][CH2:37][C:36]4[CH:39]=[CH:40][CH:41]=[CH:42][C:35]=4[NH:34][C:33]3=[O:43])[CH2:28][CH2:27]2)=[O:25])[C:8]([N:10]2[CH2:15][CH2:14][CH:13]([N:16]3[CH2:21][CH2:20][N:19]([CH3:22])[CH2:18][CH2:17]3)[CH2:12][CH2:11]2)=[O:9])=[CH:4][C:3]=1[Cl:48].C1(P(C2C=CC=CC=2)CCCP(C2C=CC=CC=2)C2C=CC=CC=2)C=CC=CC=1, predict the reaction product. (2) Given the reactants [C:1]([N:5]1[CH2:9][CH2:8][N:7]([CH3:10])[C:6]1=[Cu-2:11]Cl)([CH3:4])([CH3:3])[CH3:2].[CH3:13][Si:14]([CH3:21])([CH3:20])[N-:15][Si:16]([CH3:19])([CH3:18])[CH3:17].C(N1CCN(CC)C1=[Cu-])(C)(C)C, predict the reaction product. The product is: [CH3:13][Si:14]([CH3:21])([CH3:20])[N-:15][Si:16]([CH3:19])([CH3:18])[CH3:17].[C:1]([N:5]1[CH2:9][CH2:8][N:7]([CH3:10])[C:6]1=[Cu-:11])([CH3:4])([CH3:3])[CH3:2]. (3) The product is: [CH2:6]([O:5][C:3](=[O:4])[CH:2]([O:1][C:23](=[O:25])[CH3:24])[P:8]([O:12][CH2:13][CH3:14])([O:9][CH2:10][CH3:11])=[O:15])[CH3:7]. Given the reactants [O:1]=[CH:2][C:3]([O:5][CH2:6][CH3:7])=[O:4].[P:8]([OH:15])([O:12][CH2:13][CH3:14])[O:9][CH2:10][CH3:11].CCN(CC)CC.[C:23](OC(=O)C)(=[O:25])[CH3:24].Cl, predict the reaction product. (4) Given the reactants Cl.Cl.[CH3:3][N:4]1[C:8]2[NH:9][CH2:10][CH2:11][S:12][CH:13]([CH:14]3[CH2:19][CH2:18][NH:17][CH2:16][CH2:15]3)[C:7]=2[C:6]([C:20]2[CH:25]=[CH:24][CH:23]=[CH:22][N:21]=2)=[N:5]1.[CH3:26][C:27]1[C:32]([C:33](O)=[O:34])=[CH:31][CH:30]=[CH:29][N:28]=1.Cl.CN(C)CCCN=C=NCC.O.ON1C2C=CC=CC=2N=N1.C(N(CC)C(C)C)(C)C, predict the reaction product. The product is: [CH3:26][C:27]1[C:32]([C:33]([N:17]2[CH2:18][CH2:19][CH:14]([CH:13]3[S:12][CH2:11][CH2:10][NH:9][C:8]4[N:4]([CH3:3])[N:5]=[C:6]([C:20]5[CH:25]=[CH:24][CH:23]=[CH:22][N:21]=5)[C:7]3=4)[CH2:15][CH2:16]2)=[O:34])=[CH:31][CH:30]=[CH:29][N:28]=1. (5) Given the reactants C1([O:6][C:7](=[O:43])[C@@H:8]([NH:16][C:17](=[O:42])[CH2:18][CH2:19][C:20]2[CH:21]=[C:22]3[C:26](=[CH:27][CH:28]=2)[NH:25][C:24]([C:29](=[O:41])[NH:30][CH2:31][CH2:32][CH2:33][CH2:34][CH2:35][CH2:36][C:37](=[O:40])[NH:38][OH:39])=[CH:23]3)[CH2:9][C:10]2[CH:15]=[CH:14][CH:13]=[CH:12][CH:11]=2)CCCC1.[OH-].[Na+], predict the reaction product. The product is: [OH:39][NH:38][C:37]([CH2:36][CH2:35][CH2:34][CH2:33][CH2:32][CH2:31][NH:30][C:29]([C:24]1[NH:25][C:26]2[C:22]([CH:23]=1)=[CH:21][C:20]([CH2:19][CH2:18][C:17]([NH:16][C@@H:8]([CH2:9][C:10]1[CH:11]=[CH:12][CH:13]=[CH:14][CH:15]=1)[C:7]([OH:43])=[O:6])=[O:42])=[CH:28][CH:27]=2)=[O:41])=[O:40].